From a dataset of Reaction yield outcomes from USPTO patents with 853,638 reactions. Predict the reaction yield, written as a fraction of the theoretical maximum amount of product (1.0 means a 100% yield; for example, 0.34 means a 34% yield). (1) The reactants are [N:1]1[CH:2]=[CH:3][N:4]2[C:9]=1[CH:8]=[CH:7][C:6]([O:10][C:11]1[CH:12]=[C:13]([CH:15]=[CH:16][CH:17]=1)[NH2:14])=[N:5]2.C(N(CC)CC)C.[F:25][C:26]([F:37])([F:36])[C:27]1[CH:28]=[C:29]([N:33]=[C:34]=[O:35])[CH:30]=[CH:31][CH:32]=1. The catalyst is O1CCCC1. The product is [N:1]1[CH:2]=[CH:3][N:4]2[C:9]=1[CH:8]=[CH:7][C:6]([O:10][C:11]1[CH:12]=[C:13]([NH:14][C:34]([NH:33][C:29]3[CH:30]=[CH:31][CH:32]=[C:27]([C:26]([F:25])([F:36])[F:37])[CH:28]=3)=[O:35])[CH:15]=[CH:16][CH:17]=1)=[N:5]2. The yield is 0.620. (2) The reactants are [Cl:1][C:2]1[CH:3]=[C:4]([C:8]2[N:12]=[C:11]([CH2:13][CH2:14][C:15]([NH:17][NH2:18])=[O:16])[O:10][N:9]=2)[CH:5]=[CH:6][CH:7]=1.[CH2:19]([O:21][C:22]([C:24]1[S:25][CH:26]=[CH:27][CH:28]=1)=N)[CH3:20]. The catalyst is C(O)C. The product is [CH2:19]([O:21][C:22](=[N:18][NH:17][C:15](=[O:16])[CH2:14][CH2:13][C:11]1[O:10][N:9]=[C:8]([C:4]2[CH:5]=[CH:6][CH:7]=[C:2]([Cl:1])[CH:3]=2)[N:12]=1)[C:24]1[S:25][CH:26]=[CH:27][CH:28]=1)[CH3:20]. The yield is 0.750. (3) The reactants are [CH:1]1[N:5]([CH2:6][O:7][CH2:8][CH2:9][OH:10])[C:4]2[N:11]=[C:12]([NH2:16])[N:13]=[C:14]([OH:15])[C:3]=2[N:2]=1.[H-].[Na+].Br[CH2:20][C:21]([C:23]1[CH:28]=[CH:27][C:26]([Br:29])=[CH:25][CH:24]=1)=O.N. The catalyst is CN(C=O)C. The product is [OH:10][CH2:9][CH2:8][O:7][CH2:6][N:5]1[C:4]2[N:11]=[C:12]3[N:13]([CH:20]=[C:21]([C:23]4[CH:28]=[CH:27][C:26]([Br:29])=[CH:25][CH:24]=4)[NH:16]3)[C:14](=[O:15])[C:3]=2[N:2]=[CH:1]1. The yield is 0.530. (4) The reactants are [F:1][C:2]1([F:33])[CH2:7][CH2:6][CH:5]([NH:8][C:9]([C:11]2[C:15]([CH2:16][OH:17])=[C:14]([C:18]3[CH:23]=[CH:22][C:21]([OH:24])=[CH:20][CH:19]=3)[N:13]([C:25]3[CH:30]=[CH:29][C:28]([Cl:31])=[CH:27][C:26]=3[Cl:32])[N:12]=2)=[O:10])[CH2:4][CH2:3]1.C(N(CC)CC)C.[CH2:41]([S:44](Cl)(=[O:46])=[O:45])[CH2:42][CH3:43].O. The catalyst is ClCCl. The product is [Cl:32][C:26]1[CH:27]=[C:28]([Cl:31])[CH:29]=[CH:30][C:25]=1[N:13]1[C:14]([C:18]2[CH:19]=[CH:20][C:21]([O:24][S:44]([CH2:41][CH2:42][CH3:43])(=[O:46])=[O:45])=[CH:22][CH:23]=2)=[C:15]([CH2:16][OH:17])[C:11]([C:9](=[O:10])[NH:8][CH:5]2[CH2:6][CH2:7][C:2]([F:1])([F:33])[CH2:3][CH2:4]2)=[N:12]1. The yield is 0.690.